This data is from Full USPTO retrosynthesis dataset with 1.9M reactions from patents (1976-2016). The task is: Predict the reactants needed to synthesize the given product. (1) Given the product [ClH:1].[OH:2][CH:3]([CH2:18][O:19][C:20]1[CH:25]=[C:24]([O:28][CH3:29])[CH:23]=[C:22]([O:55][CH3:56])[CH:21]=1)[CH2:4][NH:5][C:6]([CH3:17])([CH3:16])[CH2:7][C:8]1[CH:13]=[CH:12][C:11]([O:14][CH3:15])=[CH:10][CH:9]=1, predict the reactants needed to synthesize it. The reactants are: [ClH:1].[OH:2][CH:3]([CH2:18][O:19][C:20]1[CH:25]=[CH:24][CH:23]=[CH:22][C:21]=1C)[CH2:4][NH:5][C:6]([CH3:17])([CH3:16])[CH2:7][C:8]1[CH:13]=[CH:12][C:11]([O:14][CH3:15])=[CH:10][CH:9]=1.Cl.[OH:28][CH:29](COC1C=CC(OC)=CC=1)CNC(C)(C)CC1C=CC(OC)=CC=1.Cl.[OH:55][CH:56](COC1C=CC=C(C(F)(F)F)C=1)CNC(C)(C)CC1C=CC(OC)=CC=1. (2) The reactants are: [NH2:1][C:2](=[O:17])[C:3]([C:6]1[CH:16]=[CH:15][C:9]([C:10]([O:12]CC)=[O:11])=[CH:8][CH:7]=1)([CH3:5])[CH3:4].O[Li].O. Given the product [NH2:1][C:2](=[O:17])[C:3]([C:6]1[CH:16]=[CH:15][C:9]([C:10]([OH:12])=[O:11])=[CH:8][CH:7]=1)([CH3:5])[CH3:4], predict the reactants needed to synthesize it. (3) Given the product [F:35][C:34]([F:37])([F:36])[C:32]([OH:38])=[O:33].[CH3:1][O:2][CH2:3][C:4]1([C:16]([N:18]2[CH2:27][CH2:26][C:25]3[N:24]=[CH:23][C:22]([C:28]([F:30])([F:29])[F:31])=[CH:21][C:20]=3[CH2:19]2)=[O:17])[CH2:8][CH2:7][NH:6][CH2:5]1, predict the reactants needed to synthesize it. The reactants are: [CH3:1][O:2][CH2:3][C:4]1([C:16]([N:18]2[CH2:27][CH2:26][C:25]3[N:24]=[CH:23][C:22]([C:28]([F:31])([F:30])[F:29])=[CH:21][C:20]=3[CH2:19]2)=[O:17])[CH2:8][CH2:7][N:6](C(OC(C)(C)C)=O)[CH2:5]1.[C:32]([OH:38])([C:34]([F:37])([F:36])[F:35])=[O:33]. (4) Given the product [Br:21][C:22]1[CH:27]=[CH:26][C:25]([Br:28])=[CH:24][C:23]=1[S:29]([NH:1][C@@H:2]1[CH2:6][CH2:5][N:4]([C:7]#[N:16])[CH2:3]1)(=[O:31])=[O:30], predict the reactants needed to synthesize it. The reactants are: [NH2:1][C@@H:2]1[CH2:6][CH2:5][N:4]([C:7](OC(C)(C)C)=O)[CH2:3]1.C([N:16](CC)CC)C.[Br:21][C:22]1[CH:27]=[CH:26][C:25]([Br:28])=[CH:24][C:23]=1[S:29](Cl)(=[O:31])=[O:30].CCN(C(C)C)C(C)C.BrC#N. (5) Given the product [OH:8][C:9]1[CH:10]=[CH:11][C:12]([C@@H:20]([OH:43])[CH2:21][NH:22][CH2:23][C:24]2([O:41][CH3:42])[CH2:29][CH2:28][N:27]([CH2:30][CH2:31][O:32][CH2:33][CH2:34][C:35]3[CH:36]=[CH:37][CH:38]=[CH:39][CH:40]=3)[CH2:26][CH2:25]2)=[C:13]2[C:18]=1[NH:17][C:16](=[O:19])[CH:15]=[CH:14]2, predict the reactants needed to synthesize it. The reactants are: C([O:8][C:9]1[CH:10]=[CH:11][C:12]([C@@H:20]([O:43][Si](C(C)(C)C)(C)C)[CH2:21][NH:22][CH2:23][C:24]2([O:41][CH3:42])[CH2:29][CH2:28][N:27]([CH2:30][CH2:31][O:32][CH2:33][CH2:34][C:35]3[CH:40]=[CH:39][CH:38]=[CH:37][CH:36]=3)[CH2:26][CH2:25]2)=[C:13]2[C:18]=1[NH:17][C:16](=[O:19])[CH:15]=[CH:14]2)C1C=CC=CC=1.F.F.F.C(N(CC)CC)C.